From a dataset of Catalyst prediction with 721,799 reactions and 888 catalyst types from USPTO. Predict which catalyst facilitates the given reaction. (1) Reactant: C(OC([NH:8][S:9]([C:12]1([CH:15]([OH:22])[C:16]2[CH:21]=[CH:20][CH:19]=[CH:18][CH:17]=2)[CH2:14][CH2:13]1)(=[O:11])=[O:10])=O)(C)(C)C.Cl.C(=O)([O-])[O-].[Na+].[Na+]. Product: [OH:22][CH:15]([C:16]1[CH:21]=[CH:20][CH:19]=[CH:18][CH:17]=1)[C:12]1([S:9]([NH2:8])(=[O:10])=[O:11])[CH2:13][CH2:14]1. The catalyst class is: 13. (2) Reactant: Cl[CH2:2][C:3]1[CH:4]=[C:5]([CH:9]=[CH:10][CH:11]=1)[C:6]([OH:8])=[O:7].[H-].[Na+].[CH2:14]([O:18]CC1C=CC(C(O)=O)=CC=1)[CH2:15][CH:16]=C. Product: [CH2:14]([O:18][CH2:2][C:3]1[CH:4]=[C:5]([CH:9]=[CH:10][CH:11]=1)[C:6]([OH:8])=[O:7])[CH2:15][CH3:16]. The catalyst class is: 259. (3) Reactant: Br[C:2]1[CH:3]=[C:4]2[CH2:10][CH2:9][N:8]([C:11]([O:13][C:14]([CH3:17])([CH3:16])[CH3:15])=[O:12])[C:5]2=[N:6][CH:7]=1.[B:18]1(B2OC(C)(C)C(C)(C)O2)[O:22]C(C)(C)C(C)(C)[O:19]1.C([O-])(=O)C.[K+]. Product: [C:14]([O:13][C:11]([N:8]1[C:5]2=[N:6][CH:7]=[C:2]([B:18]([OH:22])[OH:19])[CH:3]=[C:4]2[CH2:10][CH2:9]1)=[O:12])([CH3:17])([CH3:16])[CH3:15]. The catalyst class is: 3.